This data is from Forward reaction prediction with 1.9M reactions from USPTO patents (1976-2016). The task is: Predict the product of the given reaction. Given the reactants FC(F)(F)C(O)=O.[Cl:8][C:9]1[CH:14]=[C:13]2[NH:15][C:16](=[O:38])[C:17]3([CH:21]([C:22]4[CH:27]=[CH:26][CH:25]=[C:24]([Cl:28])[C:23]=4[F:29])[CH:20]([C:30](O)=[O:31])[NH:19][CH:18]3[CH2:33][C:34]([CH3:37])([CH3:36])[CH3:35])[C:12]2=[CH:11][CH:10]=1.C(N(C(C)C)CC)(C)C.C1(P(Cl)(C2C=CC=CC=2)=O)C=CC=CC=1.[NH2:63][C:64]1[CH:69]=[CH:68][NH:67][C:66](=[O:70])[CH:65]=1, predict the reaction product. The product is: [O:70]=[C:66]1[CH:65]=[C:64]([NH:63][C:30]([CH:20]2[NH:19][CH:18]([CH2:33][C:34]([CH3:37])([CH3:35])[CH3:36])[C:17]3([C:12]4[C:13](=[CH:14][C:9]([Cl:8])=[CH:10][CH:11]=4)[NH:15][C:16]3=[O:38])[CH:21]2[C:22]2[CH:27]=[CH:26][CH:25]=[C:24]([Cl:28])[C:23]=2[F:29])=[O:31])[CH:69]=[CH:68][NH:67]1.